This data is from Reaction yield outcomes from USPTO patents with 853,638 reactions. The task is: Predict the reaction yield, written as a fraction of the theoretical maximum amount of product (1.0 means a 100% yield; for example, 0.34 means a 34% yield). (1) The reactants are [CH3:1][N:2]1[C:7](=[O:8])[C:6]([NH:9][C:10]2[CH:15]=[CH:14][CH:13]=[CH:12][N:11]=2)=[CH:5][C:4]([C:16]2[CH:21]=[CH:20][N:19]=[C:18]([N:22]3[C:34](=[O:35])[C:33]4[S:32][C:31]5[CH2:30][CH2:29][CH2:28][CH2:27][C:26]=5[C:25]=4[CH:24]=[N:23]3)[C:17]=2[CH:36]=[O:37])=[CH:3]1.[BH4-].[Na+]. The catalyst is CO. The product is [OH:37][CH2:36][C:17]1[C:18]([N:22]2[C:34](=[O:35])[C:33]3[S:32][C:31]4[CH2:30][CH2:29][CH2:28][CH2:27][C:26]=4[C:25]=3[CH:24]=[N:23]2)=[N:19][CH:20]=[CH:21][C:16]=1[C:4]1[CH:5]=[C:6]([NH:9][C:10]2[CH:15]=[CH:14][CH:13]=[CH:12][N:11]=2)[C:7](=[O:8])[N:2]([CH3:1])[CH:3]=1. The yield is 0.560. (2) The reactants are C[O:2][C:3]1[CH:8]=[CH:7][C:6]([C:9]2([C:12]([O:14][CH3:15])=[O:13])[CH2:11][CH2:10]2)=[CH:5][CH:4]=1.CCS.[Al+3].[Cl-].[Cl-].[Cl-]. The catalyst is ClCCl. The product is [CH3:15][O:14][C:12]([C:9]1([C:6]2[CH:5]=[CH:4][C:3]([OH:2])=[CH:8][CH:7]=2)[CH2:10][CH2:11]1)=[O:13]. The yield is 0.950. (3) The reactants are C[O-].[Na+].[NH:4]1[C:12]2[C:7](=[CH:8][C:9]([NH:13][S:14]([C:17]3[C:26]4[C:21](=[CH:22][CH:23]=[CH:24][CH:25]=4)[CH:20]=[CH:19][CH:18]=3)(=[O:16])=[O:15])=[CH:10][CH:11]=2)[CH:6]=[CH:5]1.[CH3:27][N:28]1[CH2:33][CH2:32][C:31](=O)[CH2:30][CH2:29]1. The catalyst is CO. The product is [CH3:27][N:28]1[CH2:29][CH:30]=[C:31]([C:6]2[C:7]3[C:12](=[CH:11][CH:10]=[C:9]([NH:13][S:14]([C:17]4[C:26]5[C:21](=[CH:22][CH:23]=[CH:24][CH:25]=5)[CH:20]=[CH:19][CH:18]=4)(=[O:15])=[O:16])[CH:8]=3)[NH:4][CH:5]=2)[CH2:32][CH2:33]1. The yield is 0.520.